This data is from Full USPTO retrosynthesis dataset with 1.9M reactions from patents (1976-2016). The task is: Predict the reactants needed to synthesize the given product. (1) Given the product [NH3:3].[CH3:32][OH:34].[OH2:47].[ClH:51].[ClH:51].[CH3:1][C:2]1[S:11][C:10]2[NH:9][C:8]3[CH:12]=[CH:13][CH:14]=[CH:15][C:7]=3[N:6]=[C:5]([N:16]3[CH2:21][CH2:20][N:19]([CH3:46])[C@@H:18]([CH2:22][CH2:23][C:24]4[CH:29]=[CH:28][CH:27]=[CH:26][CH:25]=4)[CH2:17]3)[C:4]=2[N:3]=1.[CH3:1][C:2]1[S:11][C:10]2[NH:9][C:8]3[CH:12]=[CH:13][CH:14]=[CH:15][C:7]=3[N:6]=[C:5]([N:16]3[CH2:21][CH2:20][N:19]([CH3:52])[C@@H:18]([CH2:22][CH2:23][C:24]4[CH:29]=[CH:28][CH:27]=[CH:26][CH:25]=4)[CH2:17]3)[C:4]=2[N:3]=1.[ClH:51].[ClH:51], predict the reactants needed to synthesize it. The reactants are: [CH3:1][C:2]1[S:11][C:10]2[NH:9][C:8]3[CH:12]=[CH:13][CH:14]=[CH:15][C:7]=3[N:6]=[C:5]([N:16]3[CH2:21][CH2:20][NH:19][C@@H:18]([CH2:22][CH2:23][C:24]4[CH:29]=[CH:28][CH:27]=[CH:26][CH:25]=4)[CH2:17]3)[C:4]=2[N:3]=1.C=O.[C:32](O[BH-](OC(=O)C)OC(=O)C)(=[O:34])C.[Na+].[C:46](=O)(O)[O-:47].[Na+].[Cl:51][CH2:52]CCl. (2) Given the product [CH2:1]([C:13]1[CH:18]=[CH:17][C:16]([S:19]([NH:23][C:24]2[S:28][C:27]([CH2:29][C:30]([O:32][CH2:33][CH3:34])=[O:31])=[N:26][N:25]=2)(=[O:21])=[O:20])=[CH:15][CH:14]=1)[CH2:2][CH2:3][CH2:4][CH2:5][CH2:6][CH2:7][CH2:8][CH2:9][CH2:10][CH2:11][CH3:12], predict the reactants needed to synthesize it. The reactants are: [CH2:1]([C:13]1[CH:18]=[CH:17][C:16]([S:19](Cl)(=[O:21])=[O:20])=[CH:15][CH:14]=1)[CH2:2][CH2:3][CH2:4][CH2:5][CH2:6][CH2:7][CH2:8][CH2:9][CH2:10][CH2:11][CH3:12].[NH2:23][C:24]1[S:28][C:27]([CH2:29][C:30]([O:32][CH2:33][CH3:34])=[O:31])=[N:26][N:25]=1.Cl. (3) Given the product [Cl:20][C:21]1[CH:22]=[CH:23][C:24]([N:27]2[CH2:32][CH2:31][N:30]([C:7]([C:6]3[CH:10]=[CH:11][C:3]([O:2][CH3:1])=[C:4]([C:12]#[C:13][C:14]4[CH:19]=[CH:18][CH:17]=[CH:16][N:15]=4)[CH:5]=3)=[O:9])[CH2:29][C:28]2=[O:33])=[CH:25][CH:26]=1, predict the reactants needed to synthesize it. The reactants are: [CH3:1][O:2][C:3]1[CH:11]=[CH:10][C:6]([C:7]([OH:9])=O)=[CH:5][C:4]=1[C:12]#[C:13][C:14]1[CH:19]=[CH:18][CH:17]=[CH:16][N:15]=1.[Cl:20][C:21]1[CH:26]=[CH:25][C:24]([N:27]2[CH2:32][CH2:31][NH:30][CH2:29][C:28]2=[O:33])=[CH:23][CH:22]=1.C(N(CC)CC)C.C1C=CC2N(O)N=NC=2C=1.C(Cl)CCl.